Predict which catalyst facilitates the given reaction. From a dataset of Catalyst prediction with 721,799 reactions and 888 catalyst types from USPTO. (1) Reactant: [NH2:1][C:2]1[N:7]=[CH:6][C:5]([C:8]2[CH:13]=[CH:12][C:11]([C:14]3[N:15]([C:32]4[CH:37]=[CH:36][C:35]([Cl:38])=[CH:34][CH:33]=4)[C:16](=[O:31])[C:17]4[CH:22]=[N:21][N:20]([C:23]5[CH:24]=[C:25]([CH:28]=[CH:29][CH:30]=5)[C:26]#[N:27])[C:18]=4[N:19]=3)=[CH:10][CH:9]=2)=[CH:4][CH:3]=1.[N-:39]=[N+:40]=[N-:41].[Na+].[Cl-].[NH4+]. Product: [NH2:1][C:2]1[N:7]=[CH:6][C:5]([C:8]2[CH:9]=[CH:10][C:11]([C:14]3[N:15]([C:32]4[CH:33]=[CH:34][C:35]([Cl:38])=[CH:36][CH:37]=4)[C:16](=[O:31])[C:17]4[CH:22]=[N:21][N:20]([C:23]5[CH:30]=[CH:29][CH:28]=[C:25]([C:26]6[NH:41][N:40]=[N:39][N:27]=6)[CH:24]=5)[C:18]=4[N:19]=3)=[CH:12][CH:13]=2)=[CH:4][CH:3]=1. The catalyst class is: 9. (2) Reactant: [CH2:1]([N:3]([CH2:6][CH3:7])[CH2:4][CH3:5])[CH3:2].[Cl:8][C:9]([O:11][CH2:12][CH:13]([CH3:15])[CH3:14])=[O:10].C(OC(N1C[C@@H](NC(OCC2C=CC=CC=2)=O)C[C@H]1CO)=O)C1C=CC=CC=1. Product: [Cl-:8].[CH2:1]([NH+:3]([CH2:6][CH3:7])[CH2:4][CH3:5])[CH3:2].[Cl:8][C:9]([O:11][CH2:12][CH:13]([CH3:15])[CH3:14])=[O:10]. The catalyst class is: 7. (3) Reactant: [CH:1]([C:3]1[CH:18]=[CH:17][C:6]([O:7][C:8]2[CH:9]=[CH:10][C:11]([C:14]([NH2:16])=[O:15])=[N:12][CH:13]=2)=[C:5]([O:19][CH3:20])[CH:4]=1)=O.[O:21]1[CH2:26][CH2:25][CH:24]([CH2:27][CH2:28][NH2:29])[CH2:23][CH2:22]1.[BH4-].[Na+]. Product: [CH3:20][O:19][C:5]1[CH:4]=[C:3]([CH2:1][NH:29][CH2:28][CH2:27][CH:24]2[CH2:25][CH2:26][O:21][CH2:22][CH2:23]2)[CH:18]=[CH:17][C:6]=1[O:7][C:8]1[CH:9]=[CH:10][C:11]([C:14]([NH2:16])=[O:15])=[N:12][CH:13]=1. The catalyst class is: 5. (4) Reactant: [CH3:1][O:2][C:3]1[CH:4]=[C:5]([C:9]2([C:15]#[N:16])[CH2:14][CH2:13][NH:12][CH2:11][CH2:10]2)[CH:6]=[CH:7][CH:8]=1.C(=O)([O-])[O-].[K+].[K+].[CH2:23](Br)[C:24]1[CH:29]=[CH:28][CH:27]=[CH:26][CH:25]=1.O. Product: [CH2:23]([N:12]1[CH2:13][CH2:14][C:9]([C:5]2[CH:6]=[CH:7][CH:8]=[C:3]([O:2][CH3:1])[CH:4]=2)([C:15]#[N:16])[CH2:10][CH2:11]1)[C:24]1[CH:29]=[CH:28][CH:27]=[CH:26][CH:25]=1. The catalyst class is: 9.